Task: Predict the reactants needed to synthesize the given product.. Dataset: Full USPTO retrosynthesis dataset with 1.9M reactions from patents (1976-2016) Given the product [Br:1][C:2]1[CH:3]=[C:4]2[C:8](=[CH:9][CH:10]=1)[NH:7][C:6](=[O:11])[C:5]2=[CH:22][C:21]1[NH:20][CH:19]=[C:18]2[C:17]=1[CH2:16][CH2:15][NH:14][C:13]2=[O:12], predict the reactants needed to synthesize it. The reactants are: [Br:1][C:2]1[CH:3]=[C:4]2[C:8](=[CH:9][CH:10]=1)[NH:7][C:6](=[O:11])[CH2:5]2.[O:12]=[C:13]1[C:18]2=[CH:19][NH:20][C:21]([CH:22]=O)=[C:17]2[CH2:16][CH2:15][NH:14]1.N1CCCCC1.